Dataset: Reaction yield outcomes from USPTO patents with 853,638 reactions. Task: Predict the reaction yield, written as a fraction of the theoretical maximum amount of product (1.0 means a 100% yield; for example, 0.34 means a 34% yield). (1) The reactants are [CH2:1]([O:3][C@H:4]([CH2:17][C:18]1[CH:23]=[CH:22][C:21]([O:24][CH2:25][CH2:26][C:27]2[CH:32]=[CH:31][C:30]([O:33][S:34]([CH3:37])(=[O:36])=[O:35])=[CH:29][CH:28]=2)=[CH:20][CH:19]=1)[C:5]([NH:7][C@H:8]([C:11]1[CH:16]=[CH:15][CH:14]=[CH:13][CH:12]=1)[CH2:9][OH:10])=[O:6])[CH3:2]. The catalyst is CCCCCCC. The product is [CH2:1]([O:3][C@@H:4]([CH2:17][C:18]1[CH:23]=[CH:22][C:21]([O:24][CH2:25][CH2:26][C:27]2[CH:28]=[CH:29][C:30]([O:33][S:34]([CH3:37])(=[O:35])=[O:36])=[CH:31][CH:32]=2)=[CH:20][CH:19]=1)[C:5]([NH:7][C@H:8]([C:11]1[CH:12]=[CH:13][CH:14]=[CH:15][CH:16]=1)[CH2:9][OH:10])=[O:6])[CH3:2]. The yield is 0.380. (2) The reactants are C(OCC)C.[C:6]([C:10]1[CH:15]=[CH:14][C:13]([Mg]Br)=[CH:12][CH:11]=1)([CH3:9])([CH3:8])[CH3:7].[CH:18]([C:21]1[CH:22]=[C:23]2[C:28](=[CH:29][CH:30]=1)[N:27]=[CH:26][CH:25]=[CH:24]2)([CH3:20])[CH3:19]. The catalyst is O1CCCC1. The product is [C:6]([C:10]1[CH:15]=[CH:14][C:13]([C:26]2[CH:25]=[CH:24][C:23]3[C:28](=[CH:29][CH:30]=[C:21]([CH:18]([CH3:20])[CH3:19])[CH:22]=3)[N:27]=2)=[CH:12][CH:11]=1)([CH3:9])([CH3:8])[CH3:7]. The yield is 0.400. (3) The reactants are [CH3:1][O:2][CH2:3][CH:4]([N:6]1[CH2:11][CH2:10][N:9]2[N:12]=[C:13]([NH2:15])[CH:14]=[C:8]2[CH2:7]1)[CH3:5].Br[C:17]1[C:18](=[O:25])[N:19]([CH3:24])[CH:20]=[C:21]([Br:23])[CH:22]=1.C(=O)([O-])[O-].[Cs+].[Cs+].CC1(C)C2C(=C(P(C3C=CC=CC=3)C3C=CC=CC=3)C=CC=2)OC2C(P(C3C=CC=CC=3)C3C=CC=CC=3)=CC=CC1=2. The catalyst is C1C=CC(/C=C/C(/C=C/C2C=CC=CC=2)=O)=CC=1.C1C=CC(/C=C/C(/C=C/C2C=CC=CC=2)=O)=CC=1.C1C=CC(/C=C/C(/C=C/C2C=CC=CC=2)=O)=CC=1.[Pd].[Pd].O1CCOCC1. The product is [Br:23][C:21]1[CH:22]=[C:17]([NH:15][C:13]2[CH:14]=[C:8]3[CH2:7][N:6]([CH:4]([CH3:5])[CH2:3][O:2][CH3:1])[CH2:11][CH2:10][N:9]3[N:12]=2)[C:18](=[O:25])[N:19]([CH3:24])[CH:20]=1. The yield is 0.580.